Dataset: Forward reaction prediction with 1.9M reactions from USPTO patents (1976-2016). Task: Predict the product of the given reaction. Given the reactants [CH:1]([N:4]1[CH:8]=[CH:7][C:6]([C:9]([OH:11])=[O:10])=[N:5]1)([CH3:3])[CH3:2].S(=O)(=O)(O)O.[CH3:17]O, predict the reaction product. The product is: [CH:1]([N:4]1[CH:8]=[CH:7][C:6]([C:9]([O:11][CH3:17])=[O:10])=[N:5]1)([CH3:3])[CH3:2].